This data is from Forward reaction prediction with 1.9M reactions from USPTO patents (1976-2016). The task is: Predict the product of the given reaction. (1) Given the reactants [NH2:1][C:2]1[CH:7]=[CH:6][C:5]([OH:8])=[C:4]([NH:9][C:10]2[C:15]([F:16])=[CH:14][N:13]=[C:12]([NH:17][C:18]3[CH:23]=[CH:22][C:21]([O:24][CH2:25][CH2:26][O:27][CH3:28])=[CH:20][CH:19]=3)[N:11]=2)[CH:3]=1.[C:29](Cl)(=[O:32])[CH:30]=[CH2:31].CCCCCC.C(OCC)(=O)C.C(=O)(O)[O-].[Na+], predict the reaction product. The product is: [F:16][C:15]1[C:10]([NH:9][C:4]2[CH:3]=[C:2]([NH:1][C:29](=[O:32])[CH:30]=[CH2:31])[CH:7]=[CH:6][C:5]=2[OH:8])=[N:11][C:12]([NH:17][C:18]2[CH:23]=[CH:22][C:21]([O:24][CH2:25][CH2:26][O:27][CH3:28])=[CH:20][CH:19]=2)=[N:13][CH:14]=1. (2) Given the reactants C([NH:4][C:5]1[CH:10]=[CH:9][C:8]([CH:11]([O:15][CH3:16])[C:12]([OH:14])=[O:13])=[CH:7][CH:6]=1)(=O)C, predict the reaction product. The product is: [CH3:16][O:15][CH:11]([C:8]1[CH:7]=[CH:6][C:5]([NH2:4])=[CH:10][CH:9]=1)[C:12]([OH:14])=[O:13].